From a dataset of Full USPTO retrosynthesis dataset with 1.9M reactions from patents (1976-2016). Predict the reactants needed to synthesize the given product. (1) Given the product [C:55]([N:8]1[CH2:7][CH2:6][C:5]2[C:10](=[CH:11][C:12]([O:13][CH3:14])=[C:3]([O:2][CH3:1])[CH:4]=2)[C:9]21[CH2:19][CH2:18][C:17]([C:20]([O:22][CH2:23][CH3:24])=[O:21])([C:25]([O:27][CH2:28][CH3:29])=[O:26])[CH2:16][CH:15]2[CH:30]1[C:39]2[C:34](=[CH:35][C:36]([O:42][CH3:43])=[C:37]([O:40][CH3:41])[CH:38]=2)[CH2:33][CH2:32][N:31]1[CH2:44][CH3:45])(=[O:57])[CH3:56], predict the reactants needed to synthesize it. The reactants are: [CH3:1][O:2][C:3]1[CH:4]=[C:5]2[C:10](=[CH:11][C:12]=1[O:13][CH3:14])[C:9]1([CH2:19][CH2:18][C:17]([C:25]([O:27][CH2:28][CH3:29])=[O:26])([C:20]([O:22][CH2:23][CH3:24])=[O:21])[CH2:16][CH:15]1[CH:30]1[C:39]3[C:34](=[CH:35][C:36]([O:42][CH3:43])=[C:37]([O:40][CH3:41])[CH:38]=3)[CH2:33][CH2:32][N:31]1[CH2:44][CH3:45])[NH:8][CH2:7][CH2:6]2.C(N(C(C)C)CC)(C)C.[C:55](Br)(=[O:57])[CH3:56]. (2) Given the product [CH2:1]([O:33][C:21]1[C:22]([O:26][CH:27]2[CH2:32][CH2:31][CH2:30][CH2:29][O:28]2)=[CH:23][CH:24]=[C:25]2[C:20]=1[CH:19]=[N:18][N:17]2[CH:12]1[CH2:13][CH2:14][CH2:15][CH2:16][O:11]1)[CH2:2][CH3:3], predict the reactants needed to synthesize it. The reactants are: [CH2:1](I)[CH2:2][CH3:3].C(=O)([O-])[O-].[Cs+].[Cs+].[O:11]1[CH2:16][CH2:15][CH2:14][CH2:13][CH:12]1[N:17]1[C:25]2[CH:24]=[CH:23][C:22]([O:26][CH:27]3[CH2:32][CH2:31][CH2:30][CH2:29][O:28]3)=[C:21]([OH:33])[C:20]=2[CH:19]=[N:18]1.O. (3) Given the product [C:17]([CH2:16][CH2:15][C:14]1[C:13]2[C:8](=[CH:9][CH:10]=[C:11]([C:19]3[CH:20]=[CH:21][C:22]([C:25]([F:28])([F:27])[F:26])=[CH:23][CH:24]=3)[CH:12]=2)[N:7]([C:29]2[CH:34]=[CH:33][C:32]([O:35][CH:36]3[CH2:40][CH2:39][CH2:38][CH2:37]3)=[CH:31][CH:30]=2)[C:6]=1[C:4]([OH:5])=[O:3])#[N:18], predict the reactants needed to synthesize it. The reactants are: C([O:3][C:4]([C:6]1[N:7]([C:29]2[CH:34]=[CH:33][C:32]([O:35][CH:36]3[CH2:40][CH2:39][CH2:38][CH2:37]3)=[CH:31][CH:30]=2)[C:8]2[C:13]([C:14]=1[CH2:15][CH2:16][C:17]#[N:18])=[CH:12][C:11]([C:19]1[CH:24]=[CH:23][C:22]([C:25]([F:28])([F:27])[F:26])=[CH:21][CH:20]=1)=[CH:10][CH:9]=2)=[O:5])C.[OH-].[Na+].Cl. (4) Given the product [Cl:15][C:16]1[C:17]([C:41]([F:43])([F:42])[F:44])=[N:18][N:19]([CH:22]2[CH2:26][CH2:25][N:24]([C:27]3[CH:28]=[N:29][N:30]([C:33]4[CH:34]=[CH:35][C:36]([F:39])=[CH:37][CH:38]=4)[C:31]=3[I:32])[C:23]2=[O:40])[C:20]=1[CH3:21].[Cl:15][C:16]1[C:17]([C:41]([F:44])([F:43])[F:42])=[N:18][N:19]([CH:22]2[CH2:26][CH2:25][N:24]([C:27]3[CH:28]=[N:29][N:30]([C:33]4[CH:38]=[CH:37][C:36]([F:39])=[CH:35][CH:34]=4)[C:31]=3/[C:2](/[CH3:7])=[CH:3]/[CH3:4])[C:23]2=[O:40])[C:20]=1[CH3:21], predict the reactants needed to synthesize it. The reactants are: F[C:2]1[CH:7]=CC(N2C(I)=C(N)C=N2)=[CH:4][CH:3]=1.[Cl:15][C:16]1[C:17]([C:41]([F:44])([F:43])[F:42])=[N:18][N:19]([CH:22]2[CH2:26][CH2:25][N:24]([C:27]3[CH:28]=[N:29][N:30]([C:33]4[CH:38]=[CH:37][C:36]([F:39])=[CH:35][CH:34]=4)[C:31]=3[I:32])[C:23]2=[O:40])[C:20]=1[CH3:21].C/C(/[B-](F)(F)F)=C\C.[K+].C(=O)([O-])[O-].[Na+].[Na+]. (5) The reactants are: [CH3:1][C:2]([C:4]1[CH:9]=[CH:8][C:7]([NH2:10])=[CH:6][CH:5]=1)=[O:3].[NH2:11][C:12]1[CH:17]=[CH:16][CH:15]=[CH:14][CH:13]=1.[S:18](Cl)(Cl)(=[O:20])=[O:19].O. Given the product [C:12]1([NH:11][S:18]([NH:10][C:7]2[CH:8]=[CH:9][C:4]([C:2](=[O:3])[CH3:1])=[CH:5][CH:6]=2)(=[O:20])=[O:19])[CH:17]=[CH:16][CH:15]=[CH:14][CH:13]=1, predict the reactants needed to synthesize it. (6) Given the product [CH3:1][C:2]1[CH:7]=[CH:6][CH:5]=[C:4]([CH3:8])[C:3]=1[O:9][C:22](=[O:23])[CH2:21][Cl:20], predict the reactants needed to synthesize it. The reactants are: [CH3:1][C:2]1[CH:7]=[CH:6][CH:5]=[C:4]([CH3:8])[C:3]=1[OH:9].C(NCCNC(C)C)(C)C.[Cl:20][CH2:21][C:22](Cl)=[O:23].CCOC(C)=O. (7) Given the product [C:1]([O:11][CH2:10][C:9]([Br:8])([F:13])[F:12])(=[O:6])[C:2]([CH3:5])([CH3:4])[CH3:3], predict the reactants needed to synthesize it. The reactants are: [C:1](Cl)(=[O:6])[C:2]([CH3:5])([CH3:4])[CH3:3].[Br:8][C:9]([F:13])([F:12])[CH2:10][OH:11].C(N(CC)CC)C.